Task: Regression. Given a peptide amino acid sequence and an MHC pseudo amino acid sequence, predict their binding affinity value. This is MHC class II binding data.. Dataset: Peptide-MHC class II binding affinity with 134,281 pairs from IEDB (1) The peptide sequence is WLWYIKIFIMIVGGLIG. The MHC is DRB1_0701 with pseudo-sequence DRB1_0701. The binding affinity (normalized) is 0.461. (2) The peptide sequence is LSKDGCTSAKGPDYK. The MHC is DRB1_0405 with pseudo-sequence DRB1_0405. The binding affinity (normalized) is 0.301. (3) The peptide sequence is CDDVVFGINSLFSRF. The MHC is DRB1_0101 with pseudo-sequence DRB1_0101. The binding affinity (normalized) is 0.363. (4) The peptide sequence is AFKVAATAANAAPANY. The MHC is DRB1_1001 with pseudo-sequence DRB1_1001. The binding affinity (normalized) is 0.911.